From a dataset of Peptide-MHC class II binding affinity with 134,281 pairs from IEDB. Regression. Given a peptide amino acid sequence and an MHC pseudo amino acid sequence, predict their binding affinity value. This is MHC class II binding data. (1) The peptide sequence is AFEGVFGHLAATAVP. The MHC is HLA-DPA10103-DPB10401 with pseudo-sequence HLA-DPA10103-DPB10401. The binding affinity (normalized) is 0.288. (2) The peptide sequence is MKKYFAATQFEPLAA. The MHC is HLA-DPA10301-DPB10402 with pseudo-sequence HLA-DPA10301-DPB10402. The binding affinity (normalized) is 0.987. (3) The peptide sequence is YTDYLTVMDRYSVDA. The MHC is DRB1_0901 with pseudo-sequence DRB1_0901. The binding affinity (normalized) is 0.351. (4) The peptide sequence is AQAVYDFRSIVDYLR. The MHC is DRB3_0202 with pseudo-sequence DRB3_0202. The binding affinity (normalized) is 0.321. (5) The peptide sequence is TFAATHNPWASQPG. The MHC is DRB3_0101 with pseudo-sequence DRB3_0101. The binding affinity (normalized) is 0.0583. (6) The peptide sequence is GADATAAAAFEQFLA. The MHC is HLA-DQA10201-DQB10202 with pseudo-sequence HLA-DQA10201-DQB10202. The binding affinity (normalized) is 0.350.